The task is: Predict the reactants needed to synthesize the given product.. This data is from Full USPTO retrosynthesis dataset with 1.9M reactions from patents (1976-2016). Given the product [Br:1][C:2]1[CH:7]=[CH:6][C:5]2[C:8]3([O:26][C:27](=[O:28])[C:4]=2[CH:3]=1)[CH2:9][CH2:10][N:11]([C:14]([C:16]1[C:24]2[C:19](=[CH:20][C:21]([Cl:25])=[CH:22][CH:23]=2)[N:18]([CH2:33][C:32]2[CH:31]=[C:30]([F:29])[CH:37]=[C:36]([F:38])[CH:35]=2)[CH:17]=1)=[O:15])[CH2:12][CH2:13]3, predict the reactants needed to synthesize it. The reactants are: [Br:1][C:2]1[CH:7]=[CH:6][C:5]2[C:8]3([O:26][C:27](=[O:28])[C:4]=2[CH:3]=1)[CH2:13][CH2:12][N:11]([C:14]([C:16]1[C:24]2[C:19](=[CH:20][C:21]([Cl:25])=[CH:22][CH:23]=2)[NH:18][CH:17]=1)=[O:15])[CH2:10][CH2:9]3.[F:29][C:30]1[CH:31]=[C:32]([CH:35]=[C:36]([F:38])[CH:37]=1)[CH2:33]Cl.